Dataset: Reaction yield outcomes from USPTO patents with 853,638 reactions. Task: Predict the reaction yield, written as a fraction of the theoretical maximum amount of product (1.0 means a 100% yield; for example, 0.34 means a 34% yield). (1) The reactants are [F:1][C:2]([F:29])([F:28])[C:3]1[CH:4]=[C:5]([CH:21]=[C:22]([C:24]([F:27])([F:26])[F:25])[CH:23]=1)[CH2:6][N:7]1[CH2:14][CH2:13][CH2:12][O:11][C:10]2[N:15]=[CH:16][CH:17]=[C:18](I)[C:9]=2[C:8]1=[O:20].[F:30][C:31]1[CH:36]=[CH:35][C:34](B(O)O)=[CH:33][CH:32]=1. No catalyst specified. The product is [F:1][C:2]([F:29])([F:28])[C:3]1[CH:4]=[C:5]([CH:21]=[C:22]([C:24]([F:27])([F:26])[F:25])[CH:23]=1)[CH2:6][N:7]1[CH2:14][CH2:13][CH2:12][O:11][C:10]2[N:15]=[CH:16][CH:17]=[C:18]([C:34]3[CH:35]=[CH:36][C:31]([F:30])=[CH:32][CH:33]=3)[C:9]=2[C:8]1=[O:20]. The yield is 1.00. (2) The reactants are Cl[C:2]1[C:7]([N+:8]([O-:10])=[O:9])=[CH:6][N:5]=[CH:4][C:3]=1[CH3:11].[Si:12]([O:19][C@@H:20]1[C@@H:25]([CH3:26])[CH2:24][NH:23][CH2:22][C@H:21]1[NH:27][C:28](=[O:34])[O:29][C:30]([CH3:33])([CH3:32])[CH3:31])([C:15]([CH3:18])([CH3:17])[CH3:16])([CH3:14])[CH3:13].CC(O)C. No catalyst specified. The product is [Si:12]([O:19][C@@H:20]1[C@@H:25]([CH3:26])[CH2:24][N:23]([C:2]2[C:3]([CH3:11])=[CH:4][N:5]=[CH:6][C:7]=2[N+:8]([O-:10])=[O:9])[CH2:22][C@H:21]1[NH:27][C:28](=[O:34])[O:29][C:30]([CH3:33])([CH3:32])[CH3:31])([C:15]([CH3:18])([CH3:16])[CH3:17])([CH3:14])[CH3:13]. The yield is 0.640. (3) The reactants are [CH:1]1[C:14]2[C:5](=[CH:6][C:7]3[C:12]([C:13]=2[CH2:15][N:16]([CH2:28][CH3:29])[CH2:17][CH2:18][CH2:19][NH:20][CH2:21][CH2:22][CH2:23][NH:24][C:25](=[O:27])[CH3:26])=[CH:11][CH:10]=[CH:9][CH:8]=3)[CH:4]=[CH:3][CH:2]=1.[ClH:30]. The catalyst is C(O)C. The product is [ClH:30].[CH:1]1[C:14]2[C:5](=[CH:6][C:7]3[C:12]([C:13]=2[CH2:15][N:16]([CH2:28][CH3:29])[CH2:17][CH2:18][CH2:19][NH:20][CH2:21][CH2:22][CH2:23][NH:24][C:25](=[O:27])[CH3:26])=[CH:11][CH:10]=[CH:9][CH:8]=3)[CH:4]=[CH:3][CH:2]=1. The yield is 0.960. (4) The reactants are BrC1C=C[C:5]([O:8]C)=[C:4](OC)C=1.F[C:13]1[CH:18]=CC(B(O)O)=CC=1.[CH3:22][CH:23]([C:25]1C=C(C(C)C)[C:28](C2C=CC=CC=2P(C2CCCCC2)C2CCCCC2)=[C:27](C(C)C)[CH:26]=1)C.C([O-])([O-])=[O:57].[K+].[K+]. The catalyst is CCOC(C)=O.CC([O-])=O.CC([O-])=O.[Pd+2]. The product is [CH3:4][CH2:5][O:8][C:13]([CH3:18])=[O:57].[CH3:22][CH2:23][CH2:25][CH2:26][CH2:27][CH3:28]. The yield is 0.630. (5) The reactants are C1(N(Cl)C(=O)N(Cl)C(=O)N1Cl)=O.[Si:13]([O:20][CH2:21][C@@H:22]1[CH2:26][C@@H:25]([OH:27])[CH2:24][N:23]1[C:28]([C:30]1[CH:35]=[C:34]([O:36][CH3:37])[C:33]([O:38][Si:39]([CH:46]([CH3:48])[CH3:47])([CH:43]([CH3:45])[CH3:44])[CH:40]([CH3:42])[CH3:41])=[CH:32][C:31]=1[N+:49]([O-:51])=[O:50])=[O:29])([C:16]([CH3:19])([CH3:18])[CH3:17])([CH3:15])[CH3:14].CC1(C)N([O])C(C)(C)CCC1.C(OCC)(=O)C.CCCCCC. The catalyst is ClCCl. The product is [Si:13]([O:20][CH2:21][C@H:22]1[N:23]([C:28](=[O:29])[C:30]2[CH:35]=[C:34]([O:36][CH3:37])[C:33]([O:38][Si:39]([CH:40]([CH3:41])[CH3:42])([CH:43]([CH3:44])[CH3:45])[CH:46]([CH3:48])[CH3:47])=[CH:32][C:31]=2[N+:49]([O-:51])=[O:50])[CH2:24][C:25](=[O:27])[CH2:26]1)([C:16]([CH3:17])([CH3:18])[CH3:19])([CH3:14])[CH3:15]. The yield is 1.00. (6) The reactants are Br[C:2]1[CH:3]=[N:4][N:5]([CH:7]2[CH2:12][CH2:11][CH2:10][CH2:9][O:8]2)[CH:6]=1.C(=O)([O-])[O-].[Na+].[Na+].[N:19]1[CH:24]=[CH:23][C:22](B(O)O)=[CH:21][CH:20]=1. The catalyst is O1CCOCC1.O.C1C=CC([P]([Pd]([P](C2C=CC=CC=2)(C2C=CC=CC=2)C2C=CC=CC=2)([P](C2C=CC=CC=2)(C2C=CC=CC=2)C2C=CC=CC=2)[P](C2C=CC=CC=2)(C2C=CC=CC=2)C2C=CC=CC=2)(C2C=CC=CC=2)C2C=CC=CC=2)=CC=1. The product is [O:8]1[CH2:9][CH2:10][CH2:11][CH2:12][CH:7]1[N:5]1[CH:6]=[C:2]([C:22]2[CH:23]=[CH:24][N:19]=[CH:20][CH:21]=2)[CH:3]=[N:4]1. The yield is 0.680.